Dataset: Full USPTO retrosynthesis dataset with 1.9M reactions from patents (1976-2016). Task: Predict the reactants needed to synthesize the given product. The reactants are: Br[C:2]1[CH:7]=[CH:6][C:5]([C:8]2[N:17]=[C:16]([NH:18][C:19]3[NH:20][N:21]=[C:22]([CH3:24])[CH:23]=3)[C:15]3[C:10](=[CH:11][CH:12]=[CH:13][CH:14]=3)[N:9]=2)=[CH:4][CH:3]=1.[C:25]1(B(O)O)[CH:30]=[CH:29][CH:28]=[CH:27][CH:26]=1.C([O-])([O-])=O.[Na+].[Na+].C1(P(C2C=CC=CC=2)C2C=CC=CC=2)C=CC=CC=1. Given the product [C:2]1([C:25]2[CH:30]=[CH:29][CH:28]=[CH:27][CH:26]=2)[CH:7]=[CH:6][C:5]([C:8]2[N:17]=[C:16]([NH:18][C:19]3[NH:20][N:21]=[C:22]([CH3:24])[CH:23]=3)[C:15]3[C:10](=[CH:11][CH:12]=[CH:13][CH:14]=3)[N:9]=2)=[CH:4][CH:3]=1, predict the reactants needed to synthesize it.